The task is: Predict the product of the given reaction.. This data is from Forward reaction prediction with 1.9M reactions from USPTO patents (1976-2016). (1) Given the reactants [CH2:1]([O:3][C:4]([C@H:6]1[CH2:9][C@H:8]([CH2:10][CH2:11][OH:12])[CH2:7]1)=[O:5])[CH3:2].CC1(C)N([O])C(C)(C)CCC1.Cl([O-])=[O:25].[Na+].Cl[O-].[Na+].S([O-])([O-])=O.[Na+].[Na+].S([O-])(O)(=O)=O.[K+], predict the reaction product. The product is: [CH2:1]([O:3][C:4]([C@H:6]1[CH2:7][C@H:8]([CH2:10][C:11]([OH:25])=[O:12])[CH2:9]1)=[O:5])[CH3:2]. (2) Given the reactants [F:1][C:2]1[CH:15]=[CH:14][C:5]([C:6]([CH:8]2[CH2:13][CH2:12][NH:11][CH2:10][CH2:9]2)=[O:7])=[CH:4][CH:3]=1.O=[CH:17][CH2:18][C@H:19]1[CH2:24][CH2:23][C@H:22]([NH:25][C:26]([C:28]2[C:37]3[C:32](=[CH:33][CH:34]=[CH:35][CH:36]=3)[N:31]=[CH:30][CH:29]=2)=[O:27])[CH2:21][CH2:20]1.C(O[BH-](OC(=O)C)OC(=O)C)(=O)C.[Na+], predict the reaction product. The product is: [F:1][C:2]1[CH:3]=[CH:4][C:5]([C:6]([CH:8]2[CH2:13][CH2:12][N:11]([CH2:17][CH2:18][C@H:19]3[CH2:24][CH2:23][C@H:22]([NH:25][C:26]([C:28]4[C:37]5[C:32](=[CH:33][CH:34]=[CH:35][CH:36]=5)[N:31]=[CH:30][CH:29]=4)=[O:27])[CH2:21][CH2:20]3)[CH2:10][CH2:9]2)=[O:7])=[CH:14][CH:15]=1.